Task: Predict which catalyst facilitates the given reaction.. Dataset: Catalyst prediction with 721,799 reactions and 888 catalyst types from USPTO (1) Reactant: [F:1][C:2]1[CH:18]=[CH:17][C:5]([C:6]([N:8]2[CH2:13][CH2:12][CH2:11][C@H:10]([C:14]([NH2:16])=[O:15])[CH2:9]2)=[O:7])=[CH:4][CH:3]=1.[F:19][C:20]1[CH:29]=[CH:28][C:23]([C:24](=O)[CH2:25]Br)=[CH:22][CH:21]=1.C(OCC)(=O)C. Product: [F:1][C:2]1[CH:3]=[CH:4][C:5]([C:6]([N:8]2[CH2:13][CH2:12][CH2:11][C@H:10]([C:14]3[O:15][CH:25]=[C:24]([C:23]4[CH:28]=[CH:29][C:20]([F:19])=[CH:21][CH:22]=4)[N:16]=3)[CH2:9]2)=[O:7])=[CH:17][CH:18]=1. The catalyst class is: 60. (2) Reactant: [CH3:1][C:2]1[NH:3][C:4]2[C:9]([C:10]=1[CH2:11][C:12]([OH:14])=O)=[CH:8][CH:7]=[CH:6][CH:5]=2.CN(C(ON1N=NC2C=CC=NC1=2)=[N+](C)C)C.F[P-](F)(F)(F)(F)F.CCN(C(C)C)C(C)C.[F:48][C:49]1[C:57]([N+:58]([O-:60])=[O:59])=[CH:56][CH:55]=[C:54]2[C:50]=1[CH2:51][CH2:52][NH:53]2.C([O-])([O-])=O.[K+].[K+]. Product: [F:48][C:49]1[C:57]([N+:58]([O-:60])=[O:59])=[CH:56][CH:55]=[C:54]2[C:50]=1[CH2:51][CH2:52][N:53]2[C:12](=[O:14])[CH2:11][C:10]1[C:9]2[C:4](=[CH:5][CH:6]=[CH:7][CH:8]=2)[NH:3][C:2]=1[CH3:1]. The catalyst class is: 18. (3) Reactant: C1N=CN(C(N2C=NC=C2)=O)C=1.[CH3:13][C:14]1([C:17]([OH:19])=O)[CH2:16][CH2:15]1.[Cl:20][C:21]1[CH:34]=[C:33]([CH2:35][N:36]2[CH2:40][CH2:39][CH2:38][CH2:37]2)[C:32]([Cl:41])=[CH:31][C:22]=1[O:23][C@H:24]1[CH2:27][C@H:26]([CH2:28][NH:29][CH3:30])[CH2:25]1. Product: [ClH:20].[Cl:20][C:21]1[CH:34]=[C:33]([CH2:35][N:36]2[CH2:40][CH2:39][CH2:38][CH2:37]2)[C:32]([Cl:41])=[CH:31][C:22]=1[O:23][C@H:24]1[CH2:25][C@H:26]([CH2:28][N:29]([CH3:30])[C:17]([C:14]2([CH3:13])[CH2:16][CH2:15]2)=[O:19])[CH2:27]1. The catalyst class is: 1. (4) Reactant: O.[OH-].[Li+].[N:4]1([C:8]([C:10]2[N:11]=[CH:12][C:13]([O:16][C:17]3[CH:18]=[C:19]([CH:24]=[C:25]([O:27][C@@H:28]([CH3:34])[CH2:29][O:30][CH:31]([F:33])[F:32])[CH:26]=3)[C:20]([O:22]C)=[O:21])=[N:14][CH:15]=2)=[O:9])[CH2:7][CH2:6][CH2:5]1. Product: [N:4]1([C:8]([C:10]2[N:11]=[CH:12][C:13]([O:16][C:17]3[CH:18]=[C:19]([CH:24]=[C:25]([O:27][C@@H:28]([CH3:34])[CH2:29][O:30][CH:31]([F:32])[F:33])[CH:26]=3)[C:20]([OH:22])=[O:21])=[N:14][CH:15]=2)=[O:9])[CH2:5][CH2:6][CH2:7]1. The catalyst class is: 90. (5) Reactant: [C:1]([O:5][C:6]([N:8]([CH3:17])[C@@H:9]([CH2:13][CH:14]([CH3:16])[CH3:15])[C:10]([OH:12])=O)=[O:7])([CH3:4])([CH3:3])[CH3:2].C(Cl)CCl.[CH:22]1[C:31]2[C:26](=[CH:27][CH:28]=[C:29]([NH2:32])[CH:30]=2)[CH:25]=[CH:24][N:23]=1. Product: [CH:22]1[C:31]2[C:26](=[CH:27][CH:28]=[C:29]([NH:32][C:10](=[O:12])[C@@H:9]([N:8]([CH3:17])[C:6](=[O:7])[O:5][C:1]([CH3:2])([CH3:3])[CH3:4])[CH2:13][CH:14]([CH3:16])[CH3:15])[CH:30]=2)[CH:25]=[CH:24][N:23]=1. The catalyst class is: 239. (6) Reactant: [NH2:1][C:2]1[N:7]=[C:6]([NH:8][C@H:9]([C:11]2[N:12]([C:30]3[CH:35]=[CH:34][CH:33]=[CH:32][CH:31]=3)[C:13](=[O:29])[C:14]3[C:19]([CH:20]=2)=[CH:18][CH:17]=[CH:16][C:15]=3[C:21]2[CH:22]=[N:23][C:24]([O:27][CH3:28])=[N:25][CH:26]=2)[CH3:10])[C:5]([C:36]#[N:37])=[CH:4][N:3]=1.C(=N[OH:41])C.C1(P(C2C=CC=CC=2)C2C=CC=CC=2)C=CC=CC=1. Product: [NH2:1][C:2]1[N:7]=[C:6]([NH:8][C@H:9]([C:11]2[N:12]([C:30]3[CH:35]=[CH:34][CH:33]=[CH:32][CH:31]=3)[C:13](=[O:29])[C:14]3[C:19]([CH:20]=2)=[CH:18][CH:17]=[CH:16][C:15]=3[C:21]2[CH:26]=[N:25][C:24]([O:27][CH3:28])=[N:23][CH:22]=2)[CH3:10])[C:5]([C:36]([NH2:37])=[O:41])=[CH:4][N:3]=1. The catalyst class is: 164. (7) The catalyst class is: 1. Product: [C:24]([C:11]1[C:12]2[S:16][C:15]([NH:17][C:18]([NH:20][CH2:21][CH3:22])=[O:19])=[N:14][C:13]=2[CH:23]=[C:9]([O:8][CH2:1][C:2]2[CH:3]=[CH:4][CH:5]=[CH:6][CH:7]=2)[CH:10]=1)(=[O:26])[CH3:25]. Reactant: [CH2:1]([O:8][C:9]1[CH:10]=[C:11]([C:24]([O:26]CC)=[CH2:25])[C:12]2[S:16][C:15]([NH:17][C:18]([NH:20][CH2:21][CH3:22])=[O:19])=[N:14][C:13]=2[CH:23]=1)[C:2]1[CH:7]=[CH:6][CH:5]=[CH:4][CH:3]=1.Cl. (8) Reactant: C([Mg]Cl)(C)C.Br[C:7]1[C:8]([Cl:16])=[CH:9][C:10]([Cl:15])=[C:11]([O:13][CH3:14])[CH:12]=1.[C:17](OCC)(=[O:23])[C:18]([O:20][CH2:21][CH3:22])=[O:19].[Cl-].[NH4+]. Product: [Cl:16][C:8]1[CH:9]=[C:10]([Cl:15])[C:11]([O:13][CH3:14])=[CH:12][C:7]=1[C:17](=[O:23])[C:18]([O:20][CH2:21][CH3:22])=[O:19]. The catalyst class is: 1. (9) Reactant: [Br:1][C:2]1[CH:3]=[C:4]2[C:9](=[CH:10][C:11]=1[O:12]C)[O:8][C:7](=[O:14])[C:6]([C:15]1[CH:20]=[CH:19][C:18]([C:21]([F:24])([F:23])[F:22])=[CH:17][CH:16]=1)=[C:5]2[CH2:25][C:26]1[CH:31]=[CH:30][C:29]([O:32][CH2:33][CH2:34][N:35]2[CH2:39][CH2:38][CH2:37][CH2:36]2)=[CH:28][CH:27]=1.Br.C(=O)(O)[O-].[Na+]. Product: [Br:1][C:2]1[CH:3]=[C:4]2[C:9](=[CH:10][C:11]=1[OH:12])[O:8][C:7](=[O:14])[C:6]([C:15]1[CH:20]=[CH:19][C:18]([C:21]([F:22])([F:23])[F:24])=[CH:17][CH:16]=1)=[C:5]2[CH2:25][C:26]1[CH:31]=[CH:30][C:29]([O:32][CH2:33][CH2:34][N:35]2[CH2:36][CH2:37][CH2:38][CH2:39]2)=[CH:28][CH:27]=1. The catalyst class is: 15.